Task: Predict the reactants needed to synthesize the given product.. Dataset: Full USPTO retrosynthesis dataset with 1.9M reactions from patents (1976-2016) (1) Given the product [OH:1][CH2:2][CH:3]1[C:15]2[CH:14]=[C:13]([C:16]([NH:32][CH2:33][CH2:34][NH:35][C:36](=[O:42])[O:37][C:38]([CH3:39])([CH3:41])[CH3:40])=[O:17])[CH:12]=[CH:11][C:10]=2[C:9]2[C:4]1=[CH:5][C:6]([C:19](=[O:31])[NH:20][CH2:21][CH2:22][O:23][CH2:24][CH2:25][O:26][CH2:27][CH2:28][O:29][CH3:30])=[CH:7][CH:8]=2, predict the reactants needed to synthesize it. The reactants are: [OH:1][CH2:2][CH:3]1[C:15]2[CH:14]=[C:13]([C:16](O)=[O:17])[CH:12]=[CH:11][C:10]=2[C:9]2[C:4]1=[CH:5][C:6]([C:19](=[O:31])[NH:20][CH2:21][CH2:22][O:23][CH2:24][CH2:25][O:26][CH2:27][CH2:28][O:29][CH3:30])=[CH:7][CH:8]=2.[NH2:32][CH2:33][CH2:34][NH:35][C:36](=[O:42])[O:37][C:38]([CH3:41])([CH3:40])[CH3:39].Cl.C(N=C=NCCCN(C)C)C.C(O)(C(F)(F)F)=O. (2) Given the product [CH:1]1([CH2:6][C@H:7]([C:19]2[CH:20]=[CH:21][C:22]([S:25]([CH3:28])(=[O:27])=[O:26])=[CH:23][CH:24]=2)[C:8]([NH:10][C:11]2[S:12][C:13]([S:16][CH2:30][CH2:31][N:32]3[CH2:37][CH2:36][O:35][CH2:34][CH2:33]3)=[CH:14][N:15]=2)=[O:9])[CH2:2][CH2:3][CH2:4][CH2:5]1, predict the reactants needed to synthesize it. The reactants are: [CH:1]1([CH2:6][C@H:7]([C:19]2[CH:24]=[CH:23][C:22]([S:25]([CH3:28])(=[O:27])=[O:26])=[CH:21][CH:20]=2)[C:8]([NH:10][C:11]2[S:12][C:13]([S:16]C#N)=[CH:14][N:15]=2)=[O:9])[CH2:5][CH2:4][CH2:3][CH2:2]1.Cl[CH2:30][CH2:31][N:32]1[CH2:37][CH2:36][O:35][CH2:34][CH2:33]1.